Dataset: Full USPTO retrosynthesis dataset with 1.9M reactions from patents (1976-2016). Task: Predict the reactants needed to synthesize the given product. (1) Given the product [CH2:1]([N:3]1[C:15]2[CH:14]=[CH:13][C:12]([C:16]3[N:20]([CH2:21][CH2:22][O:23][CH3:24])[C:19]4[CH:25]=[CH:26][C:27]([C:29]([NH:42][S:39]([CH3:38])(=[O:41])=[O:40])=[O:31])=[CH:28][C:18]=4[N:17]=3)=[CH:11][C:10]=2[C:9]2[C:4]1=[CH:5][CH:6]=[CH:7][CH:8]=2)[CH3:2], predict the reactants needed to synthesize it. The reactants are: [CH2:1]([N:3]1[C:15]2[CH:14]=[CH:13][C:12]([C:16]3[N:20]([CH2:21][CH2:22][O:23][CH3:24])[C:19]4[CH:25]=[CH:26][C:27]([C:29]([OH:31])=O)=[CH:28][C:18]=4[N:17]=3)=[CH:11][C:10]=2[C:9]2[C:4]1=[CH:5][CH:6]=[CH:7][CH:8]=2)[CH3:2].S(Cl)(Cl)=O.[H-].[Na+].[CH3:38][S:39]([NH2:42])(=[O:41])=[O:40].Cl. (2) Given the product [CH3:1][O:2][C:3](=[O:15])[CH2:4][CH2:5][C:6]1[CH:11]=[CH:10][C:9]([CH:12]=[O:13])=[CH:8][C:7]=1[CH3:14], predict the reactants needed to synthesize it. The reactants are: [CH3:1][O:2][C:3](=[O:15])[CH2:4][CH2:5][C:6]1[CH:11]=[CH:10][C:9]([CH2:12][OH:13])=[CH:8][C:7]=1[CH3:14]. (3) Given the product [CH:6]1([N:12]([CH3:19])[CH2:13][CH2:14][C:15]([NH:17][C:25](=[O:26])[O:27][CH2:28][C:29]2[CH:34]=[CH:33][CH:32]=[CH:31][CH:30]=2)([CH3:16])[CH3:18])[CH2:11][CH2:10][CH2:9][CH2:8][CH2:7]1, predict the reactants needed to synthesize it. The reactants are: C(=O)([O-])O.[Na+].[CH:6]1([N:12]([CH3:19])[CH2:13][CH2:14][C:15]([CH3:18])([NH2:17])[CH3:16])[CH2:11][CH2:10][CH2:9][CH2:8][CH2:7]1.C1COCC1.[C:25](ON1C(=O)CCC1=O)([O:27][CH2:28][C:29]1[CH:34]=[CH:33][CH:32]=[CH:31][CH:30]=1)=[O:26]. (4) Given the product [CH:1]([S:4]([C:7]1[CH:8]=[C:9]2[C:13](=[C:14]([O:16][CH2:17][CH2:18][C:19]3[CH:24]=[CH:23][CH:22]=[CH:21][N:20]=3)[CH:15]=1)[NH:12][N:11]=[C:10]2[NH:25][C:26]1[S:27][C:28]([CH2:31][N:33]2[CH2:38][CH2:37][O:36][CH2:35][CH2:34]2)=[CH:29][N:30]=1)(=[O:6])=[O:5])([CH3:3])[CH3:2], predict the reactants needed to synthesize it. The reactants are: [CH:1]([S:4]([C:7]1[CH:8]=[C:9]2[C:13](=[C:14]([O:16][CH2:17][CH2:18][C:19]3[CH:24]=[CH:23][CH:22]=[CH:21][N:20]=3)[CH:15]=1)[NH:12][N:11]=[C:10]2[NH:25][C:26]1[S:27][C:28]([CH:31]=O)=[CH:29][N:30]=1)(=[O:6])=[O:5])([CH3:3])[CH3:2].[NH:33]1[CH2:38][CH2:37][O:36][CH2:35][CH2:34]1.[Na].C(=O)([O-])O.[Na+]. (5) Given the product [C:34]([N:23]1[CH2:24][C:21]([C:20]#[C:19][C:16]2[CH:15]=[CH:14][C:13]([C@@H:11]([N:7]3[CH2:6][CH2:5][C@:4]([CH2:3][C:2]([OH:1])([CH3:32])[CH3:33])([C:26]4[CH:31]=[CH:30][CH:29]=[CH:28][CH:27]=4)[O:9][C:8]3=[O:10])[CH3:12])=[CH:18][CH:17]=2)([OH:25])[CH2:22]1)(=[O:36])[CH3:35], predict the reactants needed to synthesize it. The reactants are: [OH:1][C:2]([CH3:33])([CH3:32])[CH2:3][C@@:4]1([C:26]2[CH:31]=[CH:30][CH:29]=[CH:28][CH:27]=2)[O:9][C:8](=[O:10])[N:7]([C@H:11]([C:13]2[CH:18]=[CH:17][C:16]([C:19]#[C:20][C:21]3([OH:25])[CH2:24][NH:23][CH2:22]3)=[CH:15][CH:14]=2)[CH3:12])[CH2:6][CH2:5]1.[C:34](OC(=O)C)(=[O:36])[CH3:35]. (6) Given the product [Cl:1][C:2]1[C:6]([N:7]2[S:8](=[O:14])(=[O:13])[NH:9][C:10](=[O:12])[CH2:11]2)=[CH:5][S:4][C:3]=1[C:15]1[CH:20]=[CH:19][CH:18]=[C:17]([NH:21][CH:26]2[CH2:27][CH2:28][CH2:29][CH2:30][CH2:31]2)[CH:16]=1, predict the reactants needed to synthesize it. The reactants are: [Cl:1][C:2]1[C:6]([N:7]2[CH2:11][C:10](=[O:12])[NH:9][S:8]2(=[O:14])=[O:13])=[CH:5][S:4][C:3]=1[C:15]1[CH:16]=[C:17]([N:21]([CH:26]2[CH2:31][CH2:30][CH2:29][CH2:28][CH2:27]2)S(N)(=O)=O)[CH:18]=[CH:19][CH:20]=1.Cl. (7) Given the product [CH2:1]([CH:3]([C:6]1[C:14]2[N:13]([CH2:35][C:34]3[CH:37]=[CH:38][C:31]([O:30][CH3:29])=[CH:32][CH:33]=3)[C:12](=[O:15])[N:11]([C:16]([O:18][C:19]([CH3:20])([CH3:22])[CH3:21])=[O:17])[C:10]=2[CH:9]=[CH:8][CH:7]=1)[CH2:4][CH3:5])[CH3:2], predict the reactants needed to synthesize it. The reactants are: [CH2:1]([CH:3]([C:6]1[C:14]2[NH:13][C:12](=[O:15])[N:11]([C:16]([O:18][C:19]([CH3:22])([CH3:21])[CH3:20])=[O:17])[C:10]=2[CH:9]=[CH:8][CH:7]=1)[CH2:4][CH3:5])[CH3:2].C(=O)([O-])[O-].[K+].[K+].[CH3:29][O:30][C:31]1[CH:38]=[CH:37][C:34]([CH2:35]Cl)=[CH:33][CH:32]=1. (8) Given the product [F:16][C:17]1[CH:28]=[CH:27][C:20]([C:21]([C:2]2[CH:7]=[C:6]([O:8][C:9]([F:14])([F:13])[CH:10]([F:12])[F:11])[CH:5]=[C:4]([F:15])[CH:3]=2)=[O:22])=[CH:19][C:18]=1[O:29][CH:30]([CH3:32])[CH3:31], predict the reactants needed to synthesize it. The reactants are: Br[C:2]1[CH:7]=[C:6]([O:8][C:9]([F:14])([F:13])[CH:10]([F:12])[F:11])[CH:5]=[C:4]([F:15])[CH:3]=1.[F:16][C:17]1[CH:28]=[CH:27][C:20]([C:21](N(OC)C)=[O:22])=[CH:19][C:18]=1[O:29][CH:30]([CH3:32])[CH3:31].[Li]CCCC.CCCCCC.